Predict which catalyst facilitates the given reaction. From a dataset of Catalyst prediction with 721,799 reactions and 888 catalyst types from USPTO. (1) Reactant: [F:1][C:2]([F:22])([F:21])[C:3]1[CH:8]=[C:7]([C:9]([F:12])([F:11])[F:10])[CH:6]=[CH:5][C:4]=1[N:13]1[CH2:18][CH2:17][CH:16]([CH2:19][OH:20])[CH2:15][CH2:14]1.C(N(CC)CC)C.C(=O)([O-])O.[Na+].C(OCC)(=O)C. Product: [F:22][C:2]([F:1])([F:21])[C:3]1[CH:8]=[C:7]([C:9]([F:12])([F:10])[F:11])[CH:6]=[CH:5][C:4]=1[N:13]1[CH2:14][CH2:15][CH:16]([CH:19]=[O:20])[CH2:17][CH2:18]1. The catalyst class is: 16. (2) Reactant: [NH:1]1[CH2:7][CH2:6][CH2:5][CH2:4][C:3]2[CH:8]=[CH:9][CH:10]=[CH:11][C:2]1=2.C(N(CC)CC)C.[CH2:19]([O:26][C:27]1[C:35]([Cl:36])=[CH:34][C:30]([C:31](Cl)=[O:32])=[CH:29][C:28]=1[Cl:37])[C:20]1[CH:25]=[CH:24][CH:23]=[CH:22][CH:21]=1. Product: [CH2:19]([O:26][C:27]1[C:28]([Cl:37])=[CH:29][C:30]([C:31]([N:1]2[CH2:7][CH2:6][CH2:5][CH2:4][C:3]3[CH:8]=[CH:9][CH:10]=[CH:11][C:2]2=3)=[O:32])=[CH:34][C:35]=1[Cl:36])[C:20]1[CH:21]=[CH:22][CH:23]=[CH:24][CH:25]=1. The catalyst class is: 2. (3) Product: [CH3:44][O:35][C:33](=[O:34])[CH2:32][CH2:31][CH2:30][C:28](=[O:29])[NH:27][C:24]1[CH:25]=[CH:26][C:21]([C:16]([CH2:19][CH3:20])([C:13]2[CH:14]=[CH:15][C:10]([CH2:9][CH2:8][CH:7]([OH:6])[C:38]([CH3:41])([CH3:40])[CH3:39])=[C:11]([CH3:37])[CH:12]=2)[CH2:17][CH3:18])=[CH:22][C:23]=1[CH3:36]. Reactant: C([Si](C)(C)[O:6][CH:7]([C:38]([CH3:41])([CH3:40])[CH3:39])[C:8]#[C:9][C:10]1[CH:15]=[CH:14][C:13]([C:16]([C:21]2[CH:26]=[CH:25][C:24]([NH:27][C:28]([CH2:30][CH2:31][CH2:32][C:33]([OH:35])=[O:34])=[O:29])=[C:23]([CH3:36])[CH:22]=2)([CH2:19][CH3:20])[CH2:17][CH3:18])=[CH:12][C:11]=1[CH3:37])(C)(C)C.[CH3:44]O. The catalyst class is: 723. (4) Reactant: [CH2:1]([O:3][CH:4](OCC)[C:5]([C:7]1[CH:16]=[CH:15][C:10]([C:11]([O:13][CH3:14])=[O:12])=[C:9]([F:17])[CH:8]=1)=O)[CH3:2].[NH2:21][NH:22][C:23]([NH2:25])=[S:24].O.C1(C)C=CC(S(O)(=O)=O)=CC=1.CI. Product: [CH2:1]([O:3][CH:4]1[C:5]([C:7]2[CH:16]=[CH:15][C:10]([C:11]([O:13][CH3:14])=[O:12])=[C:9]([F:17])[CH:8]=2)=[N:21][NH:22][C:23](=[S:24])[NH:25]1)[CH3:2]. The catalyst class is: 8.